Dataset: Full USPTO retrosynthesis dataset with 1.9M reactions from patents (1976-2016). Task: Predict the reactants needed to synthesize the given product. (1) Given the product [C:1]([O:5][C:6](=[O:22])[NH:7][C:8]1[CH:13]=[CH:12][C:11]([C:14]2[CH:19]=[CH:18][CH:17]=[C:16]([F:20])[CH:15]=2)=[CH:10][C:9]=1[NH:21][C:26](=[O:25])[CH2:27][C:28]([C:30]1[CH:37]=[CH:36][CH:35]=[C:32]([C:33]#[N:34])[CH:31]=1)=[O:29])([CH3:4])([CH3:2])[CH3:3], predict the reactants needed to synthesize it. The reactants are: [C:1]([O:5][C:6](=[O:22])[NH:7][C:8]1[CH:13]=[CH:12][C:11]([C:14]2[CH:19]=[CH:18][CH:17]=[C:16]([F:20])[CH:15]=2)=[CH:10][C:9]=1[NH2:21])([CH3:4])([CH3:3])[CH3:2].CC1(C)[O:29][C:28]([C:30]2[CH:31]=[C:32]([CH:35]=[CH:36][CH:37]=2)[C:33]#[N:34])=[CH:27][C:26](=O)[O:25]1. (2) Given the product [CH2:1]([C:4]1[C:12]2[N:11]=[C:10]([CH2:13][O:14][C:15]3[CH:16]=[CH:17][C:18]([Cl:21])=[CH:19][CH:20]=3)[N:9]([CH2:39][CH2:38][CH2:37][CH:34]3[CH2:35][CH2:36][N:31]([C:29]([O:28][C:24]([CH3:25])([CH3:27])[CH3:26])=[O:30])[CH2:32][CH2:33]3)[C:8]=2[CH:7]=[CH:6][CH:5]=1)[CH:2]=[CH2:3], predict the reactants needed to synthesize it. The reactants are: [CH2:1]([C:4]1[C:12]2[NH:11][C:10]([CH2:13][O:14][C:15]3[CH:20]=[CH:19][C:18]([Cl:21])=[CH:17][CH:16]=3)=[N:9][C:8]=2[CH:7]=[CH:6][CH:5]=1)[CH:2]=[CH2:3].[H-].[Na+].[C:24]([O:28][C:29]([N:31]1[CH2:36][CH2:35][CH:34]([CH2:37][CH2:38][CH2:39]Br)[CH2:33][CH2:32]1)=[O:30])([CH3:27])([CH3:26])[CH3:25]. (3) Given the product [Cl:1][C:2]1[CH:3]=[C:4]([CH:25]=[CH:26][CH:27]=1)[CH2:5][N:6]1[CH2:10][C@@H:9]([N:11]([CH2:13][C:14]2[CH:19]=[CH:18][C:17]([F:20])=[CH:16][C:15]=2[F:21])[CH3:12])[CH2:8][C@H:7]1[C:22]([N:39]1[CH2:38][CH2:37][N:36]([C:31]2[CH:32]=[CH:33][CH:34]=[CH:35][C:30]=2[O:29][CH3:28])[CH2:41][CH2:40]1)=[O:24], predict the reactants needed to synthesize it. The reactants are: [Cl:1][C:2]1[CH:3]=[C:4]([CH:25]=[CH:26][CH:27]=1)[CH2:5][N:6]1[CH2:10][C@@H:9]([N:11]([CH2:13][C:14]2[CH:19]=[CH:18][C:17]([F:20])=[CH:16][C:15]=2[F:21])[CH3:12])[CH2:8][C@H:7]1[C:22]([OH:24])=O.[CH3:28][O:29][C:30]1[CH:35]=[CH:34][CH:33]=[CH:32][C:31]=1[N:36]1[CH2:41][CH2:40][NH:39][CH2:38][CH2:37]1. (4) Given the product [NH2:3][C:4]1[C:5]([O:21][CH2:22][C:23]2[CH:24]=[CH:25][CH:26]=[CH:27][C:32]=2[C:31]([OH:34])=[O:1])=[CH:6][C:7]([C:10]2[CH:15]=[CH:14][C:13]([NH:16][S:17]([CH3:20])(=[O:19])=[O:18])=[CH:12][CH:11]=2)=[CH:8][N:9]=1, predict the reactants needed to synthesize it. The reactants are: [OH-:1].[Na+].[NH2:3][C:4]1[N:9]=[CH:8][C:7]([C:10]2[CH:15]=[CH:14][C:13]([NH:16][S:17]([CH3:20])(=[O:19])=[O:18])=[CH:12][CH:11]=2)=[CH:6][C:5]=1[O:21][CH2:22][C:23]1C=[CH:27][CH:26]=[CH:25][C:24]=1C#N.[CH2:31]([OH:34])[CH2:32]O. (5) Given the product [NH2:1][C:4]1[CH:13]=[C:12]2[C:7]([CH2:8][CH2:9][N:10]([CH2:15][CH2:16][CH2:17][N:18]3[CH2:22][CH2:21][CH2:20][C:19]3=[O:23])[C:11]2=[O:14])=[CH:6][C:5]=1[N:24]1[CH2:25][CH2:26][N:27]([C:30]2[CH:35]=[CH:34][CH:33]=[CH:32][C:31]=2[CH3:36])[CH2:28][CH2:29]1, predict the reactants needed to synthesize it. The reactants are: [N+:1]([C:4]1[CH:13]=[C:12]2[C:7]([CH2:8][CH2:9][N:10]([CH2:15][CH2:16][CH2:17][N:18]3[CH2:22][CH2:21][CH2:20][C:19]3=[O:23])[C:11]2=[O:14])=[CH:6][C:5]=1[N:24]1[CH2:29][CH2:28][N:27]([C:30]2[CH:35]=[CH:34][CH:33]=[CH:32][C:31]=2[CH3:36])[CH2:26][CH2:25]1)([O-])=O.C(O)(=O)C. (6) Given the product [CH2:28]([O:35][C:36](=[O:39])[CH2:37][N:14]([S:11]([C:5]1[CH:6]=[CH:7][C:8]([O:9][CH3:10])=[C:3]([O:2][CH3:1])[CH:4]=1)(=[O:12])=[O:13])[C:15]1[CH:16]=[CH:17][C:18]([N:21]2[CH2:22][CH2:23][C:24](=[O:27])[CH2:25][CH2:26]2)=[CH:19][CH:20]=1)[C:29]1[CH:34]=[CH:33][CH:32]=[CH:31][CH:30]=1, predict the reactants needed to synthesize it. The reactants are: [CH3:1][O:2][C:3]1[CH:4]=[C:5]([S:11]([NH:14][C:15]2[CH:20]=[CH:19][C:18]([N:21]3[CH2:26][CH2:25][C:24](=[O:27])[CH2:23][CH2:22]3)=[CH:17][CH:16]=2)(=[O:13])=[O:12])[CH:6]=[CH:7][C:8]=1[O:9][CH3:10].[CH2:28]([O:35][C:36](=[O:39])[CH2:37]Br)[C:29]1[CH:34]=[CH:33][CH:32]=[CH:31][CH:30]=1.